This data is from NCI-60 drug combinations with 297,098 pairs across 59 cell lines. The task is: Regression. Given two drug SMILES strings and cell line genomic features, predict the synergy score measuring deviation from expected non-interaction effect. (1) Drug 1: CNC(=O)C1=CC=CC=C1SC2=CC3=C(C=C2)C(=NN3)C=CC4=CC=CC=N4. Drug 2: CC1CCC2CC(C(=CC=CC=CC(CC(C(=O)C(C(C(=CC(C(=O)CC(OC(=O)C3CCCCN3C(=O)C(=O)C1(O2)O)C(C)CC4CCC(C(C4)OC)O)C)C)O)OC)C)C)C)OC. Cell line: SW-620. Synergy scores: CSS=15.2, Synergy_ZIP=-2.69, Synergy_Bliss=-0.0857, Synergy_Loewe=-3.67, Synergy_HSA=-0.476. (2) Cell line: SF-268. Synergy scores: CSS=19.1, Synergy_ZIP=-5.58, Synergy_Bliss=-1.49, Synergy_Loewe=-28.3, Synergy_HSA=-1.35. Drug 1: C1=NC(=NC(=O)N1C2C(C(C(O2)CO)O)O)N. Drug 2: C(=O)(N)NO. (3) Drug 1: CC1=C(C=C(C=C1)NC2=NC=CC(=N2)N(C)C3=CC4=NN(C(=C4C=C3)C)C)S(=O)(=O)N.Cl. Drug 2: CC1=CC=C(C=C1)C2=CC(=NN2C3=CC=C(C=C3)S(=O)(=O)N)C(F)(F)F. Cell line: NCI-H522. Synergy scores: CSS=21.6, Synergy_ZIP=0.818, Synergy_Bliss=6.57, Synergy_Loewe=4.39, Synergy_HSA=6.88. (4) Drug 1: CCN(CC)CCNC(=O)C1=C(NC(=C1C)C=C2C3=C(C=CC(=C3)F)NC2=O)C. Drug 2: CCC1(CC2CC(C3=C(CCN(C2)C1)C4=CC=CC=C4N3)(C5=C(C=C6C(=C5)C78CCN9C7C(C=CC9)(C(C(C8N6C)(C(=O)OC)O)OC(=O)C)CC)OC)C(=O)OC)O.OS(=O)(=O)O. Cell line: HCT116. Synergy scores: CSS=9.30, Synergy_ZIP=-1.31, Synergy_Bliss=1.78, Synergy_Loewe=-0.502, Synergy_HSA=0.739. (5) Cell line: UACC-257. Synergy scores: CSS=41.4, Synergy_ZIP=-1.41, Synergy_Bliss=-2.90, Synergy_Loewe=-47.8, Synergy_HSA=-2.34. Drug 1: CN(CC1=CN=C2C(=N1)C(=NC(=N2)N)N)C3=CC=C(C=C3)C(=O)NC(CCC(=O)O)C(=O)O. Drug 2: CC1=C(C=C(C=C1)C(=O)NC2=CC(=CC(=C2)C(F)(F)F)N3C=C(N=C3)C)NC4=NC=CC(=N4)C5=CN=CC=C5.